This data is from Forward reaction prediction with 1.9M reactions from USPTO patents (1976-2016). The task is: Predict the product of the given reaction. Given the reactants C(P(C(C)(C)C)C1C=CC=CC=1C1C=CC=CC=1)(C)(C)C.CC(C)([O-])C.[Na+].[CH2:28]([O:35][C:36]1[N:41]=[CH:40][C:39](Br)=[CH:38][N:37]=1)[C:29]1[CH:34]=[CH:33][CH:32]=[CH:31][CH:30]=1.[NH:43]1[CH2:48][CH2:47][O:46][CH2:45][CH2:44]1, predict the reaction product. The product is: [CH2:28]([O:35][C:36]1[N:41]=[CH:40][C:39]([N:43]2[CH2:48][CH2:47][O:46][CH2:45][CH2:44]2)=[CH:38][N:37]=1)[C:29]1[CH:34]=[CH:33][CH:32]=[CH:31][CH:30]=1.